From a dataset of Experimentally validated miRNA-target interactions with 360,000+ pairs, plus equal number of negative samples. Binary Classification. Given a miRNA mature sequence and a target amino acid sequence, predict their likelihood of interaction. The miRNA is mmu-miR-3074-5p with sequence GUUCCUGCUGAACUGAGCCAGU. The protein sequence of the target gene is MERASLIQKAKLAEQAERYEDMAAFMKSAVEKGEELSCEERNLLSVAYKNVVGGQRAAWRVLSSIEQKSNEEGSEEKGPEVKEYREKVETELRGVCDTVLGLLDSHLIKGAGDAESRVFYLKMKGDYYRYLAEVATGDDKKRIIDSARSAYQEAMDISKKEMPPTNPIRLGLALNFSVFHYEIANSPEEAISLAKTTFDEAMADLHTLSEDSYKDSTLIMQLLRDNLTLWTADSAGEEGGEAPEEPQS. Result: 0 (no interaction).